The task is: Predict the reactants needed to synthesize the given product.. This data is from Full USPTO retrosynthesis dataset with 1.9M reactions from patents (1976-2016). (1) Given the product [NH2:28][C@H:23]1[CH2:24][CH2:25][CH2:26][CH2:27][C@H:22]1[NH:21][C:6]1[C:5]([F:36])=[CH:4][C:3]([C:1]#[N:2])=[C:8]([NH:9][C:10]2[O:14][N:13]=[C:12]([C:15]3[CH:20]=[CH:19][CH:18]=[CH:17][CH:16]=3)[CH:11]=2)[CH:7]=1, predict the reactants needed to synthesize it. The reactants are: [C:1]([C:3]1[C:8]([NH:9][C:10]2[O:14][N:13]=[C:12]([C:15]3[CH:20]=[CH:19][CH:18]=[CH:17][CH:16]=3)[CH:11]=2)=[CH:7][C:6]([NH:21][C@@H:22]2[CH2:27][CH2:26][CH2:25][CH2:24][C@@H:23]2[NH:28]C(=O)OC(C)(C)C)=[C:5]([F:36])[CH:4]=1)#[N:2]. (2) Given the product [C:19]([O:18][C:16](=[O:17])[CH:15]=[CH:14][C:8]1[CH:9]=[CH:10][C:11]([O:13][CH2:30][C:32]2[CH:37]=[CH:36][CH:35]=[CH:34][CH:33]=2)=[CH:12][C:7]=1[CH:6]=[O:23])([CH3:20])([CH3:21])[CH3:22], predict the reactants needed to synthesize it. The reactants are: C[Si](C)(C)CCO[C:6](=[O:23])[C:7]1[CH:12]=[C:11]([OH:13])[CH:10]=[CH:9][C:8]=1[CH2:14][CH2:15][C:16]([O:18][C:19]([CH3:22])([CH3:21])[CH3:20])=[O:17].CC1O[C:30]([C:32]2[CH:37]=[CH:36][CH:35]=[CH:34][CH:33]=2)=NC=1CCOS([C:35]1[CH:36]=[CH:37][C:32]([CH3:30])=[CH:33][CH:34]=1)(=O)=O.C([O-])([O-])=O.[Cs+].[Cs+]. (3) The reactants are: [CH3:1][O:2][C:3](=[O:14])[CH:4]([NH2:13])[CH2:5][C:6]1[CH:11]=[CH:10][C:9]([Cl:12])=[CH:8][CH:7]=1.C(N(C(C)C)CC)(C)C.[CH2:24]([O:26][C:27]([N:29]=[C:30]=[S:31])=[O:28])[CH3:25]. Given the product [CH3:1][O:2][C:3](=[O:14])[CH:4]([NH:13][C:30]([NH:29][C:27]([O:26][CH2:24][CH3:25])=[O:28])=[S:31])[CH2:5][C:6]1[CH:11]=[CH:10][C:9]([Cl:12])=[CH:8][CH:7]=1, predict the reactants needed to synthesize it. (4) The reactants are: Cl[C:2]([O:4][CH:5]([Cl:7])[CH3:6])=[O:3].C([N:15]1[CH2:20][CH:19]=[C:18]([C:21]2[CH:26]=[C:25]([Cl:27])[CH:24]=[CH:23][C:22]=2[NH:28][C:29](=[O:37])[C:30]2[CH:35]=[CH:34][N:33]=[C:32]([Cl:36])[CH:31]=2)[CH2:17][CH2:16]1)C1C=CC=CC=1.C([O-])(O)=O.[Na+]. Given the product [Cl:7][CH:5]([O:4][C:2]([N:15]1[CH2:16][CH:17]=[C:18]([C:21]2[CH:26]=[C:25]([Cl:27])[CH:24]=[CH:23][C:22]=2[NH:28][C:29]([C:30]2[CH:35]=[CH:34][N:33]=[C:32]([Cl:36])[CH:31]=2)=[O:37])[CH2:19][CH2:20]1)=[O:3])[CH3:6], predict the reactants needed to synthesize it. (5) Given the product [ClH:1].[NH2:9][CH2:10][C@H:11]1[CH2:16][CH2:15][C@H:14]([C:17]([NH:19][C@H:20]([C:52](=[O:65])[NH:53][C:54]2[CH:55]=[CH:56][C:57]([C:60]3[N:61]=[N:62][NH:63][N:64]=3)=[CH:58][CH:59]=2)[CH2:21][C:22]2[CH:23]=[CH:24][C:25]([O:50][CH3:51])=[C:26]([C:28]3[CH:33]=[CH:32][C:31]([C:34]([NH:36][C@@H:37]4[CH2:41][CH2:40][NH:39][CH2:38]4)=[O:35])=[CH:30][C:29]=3[CH3:49])[CH:27]=2)=[O:18])[CH2:13][CH2:12]1, predict the reactants needed to synthesize it. The reactants are: [ClH:1].C(OC([NH:9][CH2:10][C@H:11]1[CH2:16][CH2:15][C@H:14]([C:17]([NH:19][C@H:20]([C:52](=[O:65])[NH:53][C:54]2[CH:59]=[CH:58][C:57]([C:60]3[N:61]=[N:62][NH:63][N:64]=3)=[CH:56][CH:55]=2)[CH2:21][C:22]2[CH:23]=[CH:24][C:25]([O:50][CH3:51])=[C:26]([C:28]3[CH:33]=[CH:32][C:31]([C:34]([NH:36][C@@H:37]4[CH2:41][CH2:40][N:39](C(OC(C)(C)C)=O)[CH2:38]4)=[O:35])=[CH:30][C:29]=3[CH3:49])[CH:27]=2)=[O:18])[CH2:13][CH2:12]1)=O)(C)(C)C. (6) Given the product [C:12]1([CH:11]2[CH2:10][CH2:9][O:8][C:7]3=[N:18][C:4]([NH2:1])=[N:5][N:6]23)[CH:13]=[CH:14][CH:15]=[CH:16][CH:17]=1, predict the reactants needed to synthesize it. The reactants are: [N+:1]([C:4]1[N:18]=[C:7]2[O:8][CH2:9][CH2:10][CH:11]([C:12]3[CH:17]=[CH:16][CH:15]=[CH:14][CH:13]=3)[N:6]2[N:5]=1)([O-])=O.[H][H]. (7) Given the product [F:19][C:16]([F:17])([F:18])[C:14]1[O:13][N:12]=[C:11]([C:8]2[CH:9]=[CH:10][C:5]([C:4]([OH:20])=[O:3])=[CH:6][CH:7]=2)[CH:15]=1, predict the reactants needed to synthesize it. The reactants are: C([O:3][C:4](=[O:20])[C:5]1[CH:10]=[CH:9][C:8]([C:11]2[CH:15]=[C:14]([C:16]([F:19])([F:18])[F:17])[O:13][N:12]=2)=[CH:7][CH:6]=1)C.O.[OH-].[Li+].